Task: Predict the reactants needed to synthesize the given product.. Dataset: Full USPTO retrosynthesis dataset with 1.9M reactions from patents (1976-2016) (1) Given the product [C:28]([Si:15]([C:16]1[CH:21]=[CH:20][CH:19]=[CH:18][CH:17]=1)([C:22]1[CH:23]=[CH:24][CH:25]=[CH:26][CH:27]=1)[O:14][CH:11]1[CH2:10][CH2:9][NH:8][CH2:13][CH2:12]1)([CH3:31])([CH3:29])[CH3:30], predict the reactants needed to synthesize it. The reactants are: C(OC([N:8]1[CH2:13][CH2:12][CH:11]([O:14][Si:15]([C:28]([CH3:31])([CH3:30])[CH3:29])([C:22]2[CH:27]=[CH:26][CH:25]=[CH:24][CH:23]=2)[C:16]2[CH:21]=[CH:20][CH:19]=[CH:18][CH:17]=2)[CH2:10][CH2:9]1)=O)(C)(C)C.Cl.O1CCOCC1. (2) The reactants are: Br[C:2]1[C:6]([C:7]2[N:8]=[C:9]([NH:12][C:13]3[N:18]=[CH:17][CH:16]=[CH:15][N:14]=3)[S:10][CH:11]=2)=[CH:5][N:4]([CH2:19][C:20]2[CH:25]=[CH:24][C:23]([O:26][CH3:27])=[CH:22][CH:21]=2)[N:3]=1.[F:28][C:29]1[CH:30]=[CH:31][C:32]([O:38][CH3:39])=[C:33](B(O)O)[CH:34]=1.O.C([O-])(O)=O.[Na+]. Given the product [F:28][C:29]1[CH:34]=[CH:33][C:32]([O:38][CH3:39])=[C:31]([C:2]2[C:6]([C:7]3[N:8]=[C:9]([NH:12][C:13]4[N:18]=[CH:17][CH:16]=[CH:15][N:14]=4)[S:10][CH:11]=3)=[CH:5][N:4]([CH2:19][C:20]3[CH:25]=[CH:24][C:23]([O:26][CH3:27])=[CH:22][CH:21]=3)[N:3]=2)[CH:30]=1, predict the reactants needed to synthesize it.